This data is from TCR-epitope binding with 47,182 pairs between 192 epitopes and 23,139 TCRs. The task is: Binary Classification. Given a T-cell receptor sequence (or CDR3 region) and an epitope sequence, predict whether binding occurs between them. (1) The epitope is GMFNMLSTVLGVS. The TCR CDR3 sequence is CASSLSGRPYEQYF. Result: 0 (the TCR does not bind to the epitope). (2) The epitope is LLFGYPVYV. The TCR CDR3 sequence is CASSYGGGYTEAFF. Result: 0 (the TCR does not bind to the epitope). (3) The epitope is AVFDRKSDAK. The TCR CDR3 sequence is CASSEQGSSEAFF. Result: 1 (the TCR binds to the epitope). (4) The epitope is ILHCANFNV. The TCR CDR3 sequence is CASSWRDRGEYNEQFF. Result: 0 (the TCR does not bind to the epitope). (5) The epitope is QECVRGTTVL. The TCR CDR3 sequence is CAGRASTGSGNTIYF. Result: 0 (the TCR does not bind to the epitope).